This data is from Full USPTO retrosynthesis dataset with 1.9M reactions from patents (1976-2016). The task is: Predict the reactants needed to synthesize the given product. (1) Given the product [NH2:1][C:2]1[N:3]=[C:4]([NH:9][C:10]2[CH:15]=[CH:14][C:13]([C:16]([N:18]3[CH2:23][CH2:22][O:21][CH2:20][CH2:19]3)=[O:17])=[CH:12][CH:11]=2)[N:5]=[C:6]([C:37]2[C:36]([CH2:50][O:51][Si:52]([C:55]([CH3:58])([CH3:57])[CH3:56])([CH3:54])[CH3:53])=[C:35]([NH:34][C:32](=[O:33])[C:31]3[CH:59]=[CH:60][C:28]([C:24]([CH3:26])([CH3:27])[CH3:25])=[CH:29][CH:30]=3)[CH:40]=[CH:39][CH:38]=2)[N:7]=1, predict the reactants needed to synthesize it. The reactants are: [NH2:1][C:2]1[N:7]=[C:6](Cl)[N:5]=[C:4]([NH:9][C:10]2[CH:15]=[CH:14][C:13]([C:16]([N:18]3[CH2:23][CH2:22][O:21][CH2:20][CH2:19]3)=[O:17])=[CH:12][CH:11]=2)[N:3]=1.[C:24]([C:28]1[CH:60]=[CH:59][C:31]([C:32]([NH:34][C:35]2[CH:40]=[CH:39][CH:38]=[C:37](B3OC(C)(C)C(C)(C)O3)[C:36]=2[CH2:50][O:51][Si:52]([C:55]([CH3:58])([CH3:57])[CH3:56])([CH3:54])[CH3:53])=[O:33])=[CH:30][CH:29]=1)([CH3:27])([CH3:26])[CH3:25].C(=O)([O-])[O-].[K+].[K+]. (2) Given the product [C:29]([N:33]1[CH2:37][C@@H:36]([C:38]2[CH:43]=[CH:42][C:41]([Cl:44])=[CH:40][CH:39]=2)[C@H:35]([C:1]([N:8]2[CH2:12][CH2:11][C@H:10]([N:13]([CH:21]3[CH2:26][CH2:25][C:24]([CH3:27])([CH3:28])[CH2:23][CH2:22]3)[C:14](=[O:20])[C:15]([CH3:18])([CH3:19])[CH2:16][OH:17])[CH2:9]2)=[O:2])[CH2:34]1)([CH3:32])([CH3:30])[CH3:31], predict the reactants needed to synthesize it. The reactants are: [C:1]([N:8]1[CH2:12][CH2:11][C@H:10]([N:13]([CH:21]2[CH2:26][CH2:25][C:24]([CH3:28])([CH3:27])[CH2:23][CH2:22]2)[C:14](=[O:20])[C:15]([CH3:19])([CH3:18])[CH2:16][OH:17])[CH2:9]1)(OC(C)(C)C)=[O:2].[C:29]([N:33]1[CH2:37][C@@H:36]([C:38]2[CH:43]=[CH:42][C:41]([Cl:44])=[CH:40][CH:39]=2)[C@H:35](C(O)=O)[CH2:34]1)([CH3:32])([CH3:31])[CH3:30]. (3) Given the product [CH3:1][C:2]1[CH:3]=[C:4]([CH:7]=[CH:8][C:9]=1[O:10][CH2:25][O:24][CH2:23][CH2:22][Si:21]([CH3:28])([CH3:27])[CH3:20])[CH:5]=[O:6], predict the reactants needed to synthesize it. The reactants are: [CH3:1][C:2]1[CH:3]=[C:4]([CH:7]=[CH:8][C:9]=1[OH:10])[CH:5]=[O:6].C(N(C(C)C)C(C)C)C.[CH3:20][Si:21]([CH3:28])([CH3:27])[CH2:22][CH2:23][O:24][CH2:25]Cl. (4) The reactants are: Br[C:2]1[CH:3]=[C:4]2[C:10]3([CH2:14][CH2:13][N:12]([C:15]([O:17][C:18]([CH3:21])([CH3:20])[CH3:19])=[O:16])[CH2:11]3)[CH2:9][N:8]([C:22]([O:24][CH2:25][CH2:26][Si:27]([CH3:30])([CH3:29])[CH3:28])=[O:23])[C:5]2=[CH:6][CH:7]=1.[CH3:31][S-:32].[Na+].CC1(C)C2C(=C(P(C3C=CC=CC=3)C3C=CC=CC=3)C=CC=2)OC2C(P(C3C=CC=CC=3)C3C=CC=CC=3)=CC=CC1=2. Given the product [CH3:31][S:32][C:2]1[CH:3]=[C:4]2[C:10]3([CH2:14][CH2:13][N:12]([C:15]([O:17][C:18]([CH3:21])([CH3:20])[CH3:19])=[O:16])[CH2:11]3)[CH2:9][N:8]([C:22]([O:24][CH2:25][CH2:26][Si:27]([CH3:30])([CH3:29])[CH3:28])=[O:23])[C:5]2=[CH:6][CH:7]=1, predict the reactants needed to synthesize it.